Dataset: Full USPTO retrosynthesis dataset with 1.9M reactions from patents (1976-2016). Task: Predict the reactants needed to synthesize the given product. (1) Given the product [ClH:32].[CH3:1][C:2]1[C:11]2[C:6](=[CH:7][CH:8]=[CH:9][CH:10]=2)[N:5]=[C:4]([NH:12][C@H:13]2[CH2:17][CH2:16][N:15]([C:18](=[O:31])[CH2:19][C:20]3[CH:25]=[CH:24][C:23]([O:26][C:27]([F:29])([F:30])[F:28])=[CH:22][CH:21]=3)[CH2:14]2)[CH:3]=1, predict the reactants needed to synthesize it. The reactants are: [CH3:1][C:2]1[C:11]2[C:6](=[CH:7][CH:8]=[CH:9][CH:10]=2)[N:5]=[C:4]([NH:12][C@H:13]2[CH2:17][CH2:16][N:15]([C:18](=[O:31])[CH2:19][C:20]3[CH:25]=[CH:24][C:23]([O:26][C:27]([F:30])([F:29])[F:28])=[CH:22][CH:21]=3)[CH2:14]2)[CH:3]=1.[ClH:32]. (2) Given the product [Cl:1][C:2]1[C:7]([C:8]#[N:9])=[C:6]([CH2:10][O:11][CH3:12])[N:5]=[C:4]([NH:25][C:23]([NH:22][C@@H:20]([C:14]2[CH:19]=[CH:18][CH:17]=[CH:16][CH:15]=2)[CH3:21])=[O:24])[CH:3]=1, predict the reactants needed to synthesize it. The reactants are: [Cl:1][C:2]1[C:7]([C:8]#[N:9])=[C:6]([CH2:10][O:11][CH3:12])[N:5]=[C:4](Cl)[CH:3]=1.[C:14]1([C@H:20]([NH:22][C:23]([NH2:25])=[O:24])[CH3:21])[CH:19]=[CH:18][CH:17]=[CH:16][CH:15]=1.CC1(C)C2C(=C(P(C3C=CC=CC=3)C3C=CC=CC=3)C=CC=2)OC2C(P(C3C=CC=CC=3)C3C=CC=CC=3)=CC=CC1=2.C(N(CC)CC)C. (3) Given the product [N:29]1([CH:35]2[CH2:40][CH2:39][N:38]([C:41]3[CH:42]=[CH:43][C:44]([NH:47][C:19](=[O:20])[C:18]4[CH:22]=[CH:23][C:15]([S:12](=[O:14])(=[O:13])[NH:11][C:6]5[CH:7]=[CH:8][CH:9]=[CH:10][C:5]=5[O:4][C:3]5[CH:24]=[CH:25][C:26]([F:28])=[CH:27][C:2]=5[Cl:1])=[CH:16][CH:17]=4)=[CH:45][CH:46]=3)[CH2:37][CH2:36]2)[CH2:30][CH2:31][CH2:32][CH2:33][CH2:34]1, predict the reactants needed to synthesize it. The reactants are: [Cl:1][C:2]1[CH:27]=[C:26]([F:28])[CH:25]=[CH:24][C:3]=1[O:4][C:5]1[CH:10]=[CH:9][CH:8]=[CH:7][C:6]=1[NH:11][S:12]([C:15]1[CH:23]=[CH:22][C:18]([C:19](O)=[O:20])=[CH:17][CH:16]=1)(=[O:14])=[O:13].[N:29]1([CH:35]2[CH2:40][CH2:39][N:38]([C:41]3[CH:46]=[CH:45][C:44]([NH2:47])=[CH:43][CH:42]=3)[CH2:37][CH2:36]2)[CH2:34][CH2:33][CH2:32][CH2:31][CH2:30]1. (4) Given the product [F:28][C:26]([F:29])([F:27])[C:25]([C:18]1[C:17]2[C:21](=[CH:22][CH:23]=[C:15]([C:4]3[C:3]([N:2]([CH:31]([CH3:33])[CH3:32])[CH3:1])=[N:12][C:11]4[C:6](=[CH:7][CH:8]=[C:9]([C:13]5[NH:36][N:35]=[N:34][N:14]=5)[CH:10]=4)[N:5]=3)[CH:16]=2)[NH:20][C:19]=1[CH3:24])=[O:30], predict the reactants needed to synthesize it. The reactants are: [CH3:1][N:2]([CH:31]([CH3:33])[CH3:32])[C:3]1[C:4]([C:15]2[CH:16]=[C:17]3[C:21](=[CH:22][CH:23]=2)[NH:20][C:19]([CH3:24])=[C:18]3[C:25](=[O:30])[C:26]([F:29])([F:28])[F:27])=[N:5][C:6]2[C:11]([N:12]=1)=[CH:10][C:9]([C:13]#[N:14])=[CH:8][CH:7]=2.[N-:34]=[N+:35]=[N-:36].[Na+].Cl. (5) Given the product [CH2:33]([N:19]([CH2:28][CH3:29])[C:20](=[O:24])[C:21]([C:22]#[N:23])=[CH:7][C:6]1[CH:9]=[C:10]([N+:13]([O-:15])=[O:14])[C:11]([OH:12])=[C:4]([O:3][CH2:1][CH3:2])[CH:5]=1)[CH3:34], predict the reactants needed to synthesize it. The reactants are: [CH2:1]([O:3][C:4]1[CH:5]=[C:6]([CH:9]=[C:10]([N+:13]([O-:15])=[O:14])[C:11]=1[OH:12])[CH:7]=O)[CH3:2].C(N[N:19](NCC)[C:20](=[O:24])[CH2:21][C:22]#[N:23])C.[C:28](O)(=O)[CH3:29].N1CCC[CH2:34][CH2:33]1. (6) Given the product [F:13][C@H:11]1[CH2:12][N:8]([S:42]([C:38]2[CH:39]=[N:40][CH:41]=[C:36]([F:35])[CH:37]=2)(=[O:44])=[O:43])[C@H:9]([C:14]([NH:32][CH2:31][C:27]2[CH:26]=[C:25]([C:22]3[CH:21]=[CH:20][C:19]([C:18]([F:17])([F:33])[F:34])=[CH:24][CH:23]=3)[N:30]=[CH:29][N:28]=2)=[O:16])[CH2:10]1, predict the reactants needed to synthesize it. The reactants are: C(OC([N:8]1[CH2:12][C@H:11]([F:13])[CH2:10][C@H:9]1[C:14]([OH:16])=O)=O)(C)(C)C.[F:17][C:18]([F:34])([F:33])[C:19]1[CH:24]=[CH:23][C:22]([C:25]2[N:30]=[CH:29][N:28]=[C:27]([CH2:31][NH2:32])[CH:26]=2)=[CH:21][CH:20]=1.[F:35][C:36]1[CH:37]=[C:38]([S:42](Cl)(=[O:44])=[O:43])[CH:39]=[N:40][CH:41]=1. (7) The reactants are: [H-].[H-].[H-].[H-].[Li+].[Al+3].[CH3:7][O:8][C:9]1[CH:10]=[C:11]2[C:15](=[CH:16][CH:17]=1)[NH:14][CH:13]=[C:12]2[CH:18]1[CH2:22][C:21](=O)[NH:20][C:19]1=O.O.[OH-].[Na+]. Given the product [CH3:7][O:8][C:9]1[CH:10]=[C:11]2[C:15](=[CH:16][CH:17]=1)[NH:14][CH:13]=[C:12]2[CH:18]1[CH2:22][CH2:21][NH:20][CH2:19]1, predict the reactants needed to synthesize it. (8) Given the product [Cl:14][C:12]1[CH:13]=[C:8]2[C:7](=[O:17])[C:6]3[CH:18]=[C:2]([B:38]([OH:42])[OH:39])[CH:3]=[CH:4][C:5]=3[CH:16]=[CH:15][C:9]2=[N:10][CH:11]=1, predict the reactants needed to synthesize it. The reactants are: Br[C:2]1[CH:3]=[CH:4][C:5]2[CH:16]=[CH:15][C:9]3=[N:10][CH:11]=[C:12]([Cl:14])[CH:13]=[C:8]3[C:7](=[O:17])[C:6]=2[CH:18]=1.C1(P(C2CCCCC2)C2CCCCC2)CCCCC1.[B:38]1(B2OC(C)(C)C(C)(C)O2)[O:42]C(C)(C)C(C)(C)[O:39]1.C([O-])(=O)C.[K+]. (9) Given the product [CH3:35][O:34][C:27]1[CH:26]=[C:25]([O:21][C:18]2[CH:17]=[CH:16][C:15]([N:13]3[CH2:14][CH:11]([O:10][CH2:9][CH2:8][O:7][CH:2]4[CH2:3][CH2:4][CH2:5][CH2:6][O:1]4)[CH2:12]3)=[CH:20][CH:19]=2)[C:30]([N+:31]([O-:33])=[O:32])=[CH:29][N:28]=1, predict the reactants needed to synthesize it. The reactants are: [O:1]1[CH2:6][CH2:5][CH2:4][CH2:3][CH:2]1[O:7][CH2:8][CH2:9][O:10][CH:11]1[CH2:14][N:13]([C:15]2[CH:20]=[CH:19][C:18]([OH:21])=[CH:17][CH:16]=2)[CH2:12]1.[H-].[Na+].Cl[C:25]1[C:30]([N+:31]([O-:33])=[O:32])=[CH:29][N:28]=[C:27]([O:34][CH3:35])[CH:26]=1.C(=O)([O-])O.[Na+].